Dataset: Reaction yield outcomes from USPTO patents with 853,638 reactions. Task: Predict the reaction yield, written as a fraction of the theoretical maximum amount of product (1.0 means a 100% yield; for example, 0.34 means a 34% yield). (1) The reactants are [Li][CH2:2]CCC.[Br:6][C:7]1[CH:8]=[C:9]([C:13]2[S:14][C:15]([CH3:19])=[C:16]([CH3:18])[CH:17]=2)[S:10][C:11]=1Br.IC. The catalyst is C1COCC1. The product is [Br:6][C:7]1[CH:8]=[C:9]([C:13]2[S:14][C:15]([CH3:19])=[C:16]([CH3:18])[CH:17]=2)[S:10][C:11]=1[CH3:2]. The yield is 0.990. (2) The reactants are [Cl:1][C:2]1[CH:7]=[C:6]([CH2:8]O)[CH:5]=[C:4]([NH:10][CH2:11][C:12]2[CH:17]=[CH:16][C:15]([O:18][CH3:19])=[CH:14][CH:13]=2)[N:3]=1.C(N(CC)CC)C.CS(Cl)(=O)=O.[CH3:32][C:33]1[CH:34]=[C:35]([CH:49]=[C:50]([CH3:52])[CH:51]=1)[C:36]([C:38]1[NH:43][C:42](=[O:44])[NH:41][C:40](=[O:45])[C:39]=1[CH:46]([CH3:48])[CH3:47])=[O:37].C(=O)([O-])[O-].[K+].[K+].[I-].[Li+]. The catalyst is C(Cl)(Cl)Cl.CN(C=O)C. The product is [Cl:1][C:2]1[CH:7]=[C:6]([CH2:8][N:43]2[C:38]([C:36](=[O:37])[C:35]3[CH:34]=[C:33]([CH3:32])[CH:51]=[C:50]([CH3:52])[CH:49]=3)=[C:39]([CH:46]([CH3:47])[CH3:48])[C:40](=[O:45])[NH:41][C:42]2=[O:44])[CH:5]=[C:4]([NH:10][CH2:11][C:12]2[CH:17]=[CH:16][C:15]([O:18][CH3:19])=[CH:14][CH:13]=2)[N:3]=1. The yield is 0.660. (3) The reactants are [CH3:1][C:2]1[CH:3]=[C:4]([CH:19]=[CH:20][C:21]=1[N+:22]([O-])=O)[O:5][CH:6]1[CH2:11][CH2:10][N:9]([C:12]([O:14][C:15]([CH3:18])([CH3:17])[CH3:16])=[O:13])[CH2:8][CH2:7]1.[H][H]. The catalyst is C(OCC)(=O)C.CO.[Pd]. The product is [CH3:1][C:2]1[CH:3]=[C:4]([CH:19]=[CH:20][C:21]=1[NH2:22])[O:5][CH:6]1[CH2:11][CH2:10][N:9]([C:12]([O:14][C:15]([CH3:18])([CH3:16])[CH3:17])=[O:13])[CH2:8][CH2:7]1. The yield is 1.00.